Dataset: Forward reaction prediction with 1.9M reactions from USPTO patents (1976-2016). Task: Predict the product of the given reaction. The product is: [CH2:11]([O:10][C:8]1[CH:7]=[CH:6][C:3]([CH:4]=[O:5])=[C:2]([F:1])[CH:9]=1)[C:12]1[CH:17]=[CH:16][CH:15]=[CH:14][CH:13]=1. Given the reactants [F:1][C:2]1[CH:9]=[C:8]([OH:10])[CH:7]=[CH:6][C:3]=1[CH:4]=[O:5].[CH2:11](Br)[C:12]1[CH:17]=[CH:16][CH:15]=[CH:14][CH:13]=1.C([O-])([O-])=O.[K+].[K+].O, predict the reaction product.